This data is from Catalyst prediction with 721,799 reactions and 888 catalyst types from USPTO. The task is: Predict which catalyst facilitates the given reaction. (1) Reactant: [CH3:1][NH2:2].[C:3]([CH2:11][C:12]([O:14][CH2:15][CH3:16])=[O:13])(=O)[C:4]1[CH:9]=[CH:8][CH:7]=[CH:6][CH:5]=1.CC(O)=O.CN.CC(O)=O. Product: [CH3:1][NH:2]/[C:3](/[C:4]1[CH:9]=[CH:8][CH:7]=[CH:6][CH:5]=1)=[CH:11]\[C:12]([O:14][CH2:15][CH3:16])=[O:13]. The catalyst class is: 242. (2) Reactant: [CH:1]1[N:6]=[C:5](Cl)[C:4]2[N:8]=[CH:9][N:10]([C@@H:11]3[O:15][C@H:14]([CH2:16][OH:17])[C@@H:13]([OH:18])[C@H:12]3[OH:19])[C:3]=2[N:2]=1.C([N:22]([CH2:25][CH3:26])CC)C. Product: [CH2:25]([NH:22][C:5]1[C:4]2[N:8]=[CH:9][N:10]([C:3]=2[N:2]=[CH:1][N:6]=1)[C@@H:11]1[O:15][C@H:14]([CH2:16][OH:17])[C@@H:13]([OH:18])[C@H:12]1[OH:19])[C:26]1[CH:16]=[CH:14][CH:13]=[CH:12][CH:11]=1. The catalyst class is: 8. (3) Reactant: [CH3:1][O:2][C:3]1[CH:4]=[C:5]([Mg]Br)[CH:6]=[C:7]([O:11][CH3:12])[C:8]=1[O:9][CH3:10].COCN[C:19]([C:21]1[N:22]=[C:23]([C:26]2[CH:31]=[CH:30][CH:29]=[CH:28][CH:27]=2)[S:24][CH:25]=1)=[O:20]. Product: [C:26]1([C:23]2[S:24][CH:25]=[C:21]([C:19]([C:5]3[CH:4]=[C:3]([O:2][CH3:1])[C:8]([O:9][CH3:10])=[C:7]([O:11][CH3:12])[CH:6]=3)=[O:20])[N:22]=2)[CH:27]=[CH:28][CH:29]=[CH:30][CH:31]=1. The catalyst class is: 1. (4) Reactant: [Br:1][C:2]1[CH:14]=[CH:13][C:5]([O:6][C@H:7]2[CH2:11][O:10][CH2:9][C@H:8]2[NH2:12])=[CH:4][CH:3]=1.[C@:15]12([CH2:25][S:26]([OH:29])(=[O:28])=[O:27])[C:22]([CH3:24])([CH3:23])[CH:19]([CH2:20][CH2:21]1)[CH2:18][C:16]2=[O:17].O. Product: [C:15]12([CH2:25][S:26]([OH:29])(=[O:27])=[O:28])[C:22]([CH3:24])([CH3:23])[CH:19]([CH2:20][CH2:21]1)[CH2:18][C:16]2=[O:17].[Br:1][C:2]1[CH:14]=[CH:13][C:5]([O:6][C@@H:7]2[CH2:11][O:10][CH2:9][C@@H:8]2[NH2:12])=[CH:4][CH:3]=1. The catalyst class is: 41. (5) Reactant: [Br:1][C:2]1[CH:7]=[CH:6][CH:5]=[C:4]([N+:8]([O-:10])=[O:9])[C:3]=1Cl.[CH2:12]([CH2:14][NH2:15])[OH:13]. Product: [Br:1][C:2]1[CH:7]=[CH:6][CH:5]=[C:4]([N+:8]([O-:10])=[O:9])[C:3]=1[NH:15][CH2:14][CH2:12][OH:13]. The catalyst class is: 8. (6) Reactant: [C:1]([CH2:3][CH2:4][CH:5]1[CH2:10][CH2:9][CH:8]([N:11]([CH:27]2[CH2:29][CH2:28]2)[C:12](=[O:26])[C:13]2[CH:18]=[CH:17][C:16]([C@@:19]([OH:25])([CH3:24])[C:20]([F:23])([F:22])[F:21])=[CH:15][CH:14]=2)[CH2:7][CH2:6]1)#[N:2].[OH-].[K+].C([OH:36])(C)(C)C. Product: [NH2:2][C:1](=[O:36])[CH2:3][CH2:4][CH:5]1[CH2:6][CH2:7][CH:8]([N:11]([CH:27]2[CH2:28][CH2:29]2)[C:12](=[O:26])[C:13]2[CH:14]=[CH:15][C:16]([C@@:19]([OH:25])([CH3:24])[C:20]([F:21])([F:22])[F:23])=[CH:17][CH:18]=2)[CH2:9][CH2:10]1. The catalyst class is: 6. (7) Reactant: [Cl:1][C:2]1[CH:3]=[C:4]2[C:8](=[CH:9][CH:10]=1)[NH:7][C:6](=[O:11])[C:5]2=[CH:12][C:13]1[NH:14][C:15]2[CH2:16][CH2:17][CH2:18][CH2:19][C:20]=2[C:21]=1[CH2:22][CH2:23][C:24](O)=[O:25].C(N1C=CN=C1)(N1C=CN=C1)=O.[NH2:39][CH2:40][CH2:41][N:42]1[CH2:47][CH2:46][O:45][CH2:44][CH2:43]1.O. Product: [Cl:1][C:2]1[CH:3]=[C:4]2[C:8](=[CH:9][CH:10]=1)[NH:7][C:6](=[O:11])[C:5]2=[CH:12][C:13]1[NH:14][C:15]2[CH2:16][CH2:17][CH2:18][CH2:19][C:20]=2[C:21]=1[CH2:22][CH2:23][C:24]([NH:39][CH2:40][CH2:41][N:42]1[CH2:47][CH2:46][O:45][CH2:44][CH2:43]1)=[O:25]. The catalyst class is: 9.